This data is from Reaction yield outcomes from USPTO patents with 853,638 reactions. The task is: Predict the reaction yield, written as a fraction of the theoretical maximum amount of product (1.0 means a 100% yield; for example, 0.34 means a 34% yield). (1) The reactants are [N+:1]([C:4]1[CH:5]=[C:6]2[C:11](=[O:12])[O:10][C:8](=O)[C:7]2=[CH:13][CH:14]=1)([O-:3])=[O:2].Cl.[NH2:16][CH:17]1[CH2:23][CH2:22][C:21](=[O:24])[NH:20][C:18]1=[O:19].C([O-])(=O)C.[Na+]. The catalyst is C(O)(=O)C. The product is [O:10]=[C:8]1[C:7]2[C:6](=[CH:5][C:4]([N+:1]([O-:3])=[O:2])=[CH:14][CH:13]=2)[C:11](=[O:12])[N:16]1[CH:17]1[CH2:23][CH2:22][C:21](=[O:24])[NH:20][C:18]1=[O:19]. The yield is 0.540. (2) The reactants are [CH3:1][C:2]1[N:7]=[C:6]2[S:8][C:9]3[CH2:14][CH2:13][CH2:12][CH2:11][C:10]=3[C:5]2=[C:4]([C:15]2[CH:20]=[CH:19][C:18]([CH3:21])=[CH:17][CH:16]=2)[C:3]=1[CH:22]([O:27][CH2:28][CH3:29])[C:23]([O:25]C)=[O:24].[OH-].[Na+]. The catalyst is CO. The product is [CH3:1][C:2]1[N:7]=[C:6]2[S:8][C:9]3[CH2:14][CH2:13][CH2:12][CH2:11][C:10]=3[C:5]2=[C:4]([C:15]2[CH:20]=[CH:19][C:18]([CH3:21])=[CH:17][CH:16]=2)[C:3]=1[CH:22]([O:27][CH2:28][CH3:29])[C:23]([OH:25])=[O:24]. The yield is 0.520. (3) The reactants are [CH3:1][O:2][C:3]1[CH:8]=[C:7]([O:9][CH3:10])[C:6]([N+:11]([O-])=O)=[CH:5][C:4]=1[C:14](=[O:16])[CH3:15]. The catalyst is CCO.C1COCC1. The product is [NH2:11][C:6]1[C:7]([O:9][CH3:10])=[CH:8][C:3]([O:2][CH3:1])=[C:4]([C:14](=[O:16])[CH3:15])[CH:5]=1. The yield is 1.00. (4) The product is [CH2:7]([O:17][C:18]1[CH:19]=[C:20]([CH2:28][OH:29])[CH:21]=[C:22]([CH2:23][OH:24])[CH:27]=1)[CH2:8][CH2:9][CH2:10][CH2:11][CH2:12][CH2:13][CH2:14][CH2:15][CH3:16]. The catalyst is C1COCC1. The reactants are [H-].[H-].[H-].[H-].[Li+].[Al+3].[CH2:7]([O:17][C:18]1[CH:19]=[C:20]([C:28](OC)=[O:29])[CH:21]=[C:22]([CH:27]=1)[C:23](OC)=[O:24])[CH2:8][CH2:9][CH2:10][CH2:11][CH2:12][CH2:13][CH2:14][CH2:15][CH3:16].Cl. The yield is 1.00. (5) The reactants are [NH2:1][C:2]1[CH:7]=[CH:6][C:5]([S:8][C:9]2[CH:17]=[CH:16][C:12]([C:13](O)=[O:14])=[CH:11][C:10]=2[NH:18][C:19]2[C:20]3[CH:28]=[C:27]([F:29])[C:26]([CH:30]([CH3:32])[CH3:31])=[N:25][C:21]=3[N:22]=[CH:23][N:24]=2)=[CH:4][CH:3]=1.[NH2:33][C:34]([C:38]1[CH:43]=[CH:42][CH:41]=[CH:40][CH:39]=1)([CH3:37])[CH2:35][OH:36]. No catalyst specified. The product is [NH2:1][C:2]1[CH:7]=[CH:6][C:5]([S:8][C:9]2[CH:17]=[CH:16][C:12]([C:13]([NH:33][C:34]([C:38]3[CH:43]=[CH:42][CH:41]=[CH:40][CH:39]=3)([CH3:37])[CH2:35][OH:36])=[O:14])=[CH:11][C:10]=2[NH:18][C:19]2[C:20]3[CH:28]=[C:27]([F:29])[C:26]([CH:30]([CH3:31])[CH3:32])=[N:25][C:21]=3[N:22]=[CH:23][N:24]=2)=[CH:4][CH:3]=1. The yield is 0.300. (6) The product is [NH2:1][C:2]1[CH:7]=[CH:6][CH:5]=[CH:4][C:3]=1[NH:8][C:9](=[O:32])[C:10]1[CH:15]=[CH:14][C:13]([CH2:16][N:17]2[CH2:25][C:24]3[C:19](=[CH:20][C:21]([O:29][CH3:30])=[C:22]([O:27][CH3:28])[C:23]=3[C:33]3[CH:38]=[CH:37][CH:36]=[CH:35][CH:34]=3)[C:18]2=[O:31])=[CH:12][CH:11]=1. The catalyst is O1CCOCC1.C(OCC)(=O)C.C1(P([Pd](P(C2C=CC=CC=2)(C2C=CC=CC=2)C2C=CC=CC=2)(P(C2C=CC=CC=2)(C2C=CC=CC=2)C2C=CC=CC=2)P(C2C=CC=CC=2)(C2C=CC=CC=2)C2C=CC=CC=2)(C2C=CC=CC=2)C2C=CC=CC=2)C=CC=CC=1. The yield is 0.920. The reactants are [NH2:1][C:2]1[CH:7]=[CH:6][CH:5]=[CH:4][C:3]=1[NH:8][C:9](=[O:32])[C:10]1[CH:15]=[CH:14][C:13]([CH2:16][N:17]2[CH2:25][C:24]3[C:19](=[CH:20][C:21]([O:29][CH3:30])=[C:22]([O:27][CH3:28])[C:23]=3Br)[C:18]2=[O:31])=[CH:12][CH:11]=1.[C:33]1(B(O)O)[CH:38]=[CH:37][CH:36]=[CH:35][CH:34]=1.C(=O)([O-])[O-].[Na+].[Na+].O.